From a dataset of Full USPTO retrosynthesis dataset with 1.9M reactions from patents (1976-2016). Predict the reactants needed to synthesize the given product. (1) Given the product [C:1]([C:9]1[CH:10]=[C:11]([CH:12]=[CH:13][CH:14]=1)[CH:15]([OH:22])[C:16]1[CH:17]=[CH:18][CH:19]=[CH:20][CH:21]=1)(=[O:8])[C:2]1[CH:3]=[CH:4][CH:5]=[CH:6][CH:7]=1, predict the reactants needed to synthesize it. The reactants are: [C:1]([C:9]1[CH:14]=[CH:13][CH:12]=[C:11]([C:15](=[O:22])[C:16]2[CH:21]=[CH:20][CH:19]=[CH:18][CH:17]=2)[CH:10]=1)(=[O:8])[C:2]1[CH:7]=[CH:6][CH:5]=[CH:4][CH:3]=1.[BH4-].[Na+]. (2) Given the product [Br:1][C:2]1[CH:3]=[C:4]2[C:5]([CH:6]=[CH:7][NH:19][C:24]2=[O:34])=[CH:13][CH:14]=1, predict the reactants needed to synthesize it. The reactants are: [Br:1][C:2]1[CH:14]=[CH:13][C:5]([CH:6]=[CH:7]C(N=[N+]=[N-])=O)=[CH:4][CH:3]=1.C([N:19]([CH2:24]CCC)CCCC)CCC.C1([O:34]C2C=CC=CC=2)C=CC=CC=1.